Dataset: Peptide-MHC class II binding affinity with 134,281 pairs from IEDB. Task: Regression. Given a peptide amino acid sequence and an MHC pseudo amino acid sequence, predict their binding affinity value. This is MHC class II binding data. (1) The peptide sequence is IFGSLAFLPESFDGD. The MHC is HLA-DQA10401-DQB10402 with pseudo-sequence HLA-DQA10401-DQB10402. The binding affinity (normalized) is 0.382. (2) The peptide sequence is LMTSPKWVQMCSRTL. The MHC is DRB1_1101 with pseudo-sequence DRB1_1101. The binding affinity (normalized) is 0.720. (3) The peptide sequence is FLIMRNLTNLLSARK. The MHC is DRB5_0101 with pseudo-sequence DRB5_0101. The binding affinity (normalized) is 0.787. (4) The peptide sequence is PATPAAPGAGYTPAT. The MHC is HLA-DQA10101-DQB10501 with pseudo-sequence HLA-DQA10101-DQB10501. The binding affinity (normalized) is 0.